From a dataset of Full USPTO retrosynthesis dataset with 1.9M reactions from patents (1976-2016). Predict the reactants needed to synthesize the given product. (1) Given the product [O:25]=[C:19]1[CH:18]([N:12]2[CH2:11][C:10]3[C:14](=[CH:15][CH:16]=[C:8]([CH2:7][NH:6][C:1]([NH:43][C:32]4[CH:31]=[CH:30][C:29]([S:28][C:27]([F:26])([F:38])[F:39])=[CH:34][CH:33]=4)=[S:2])[CH:9]=3)[C:13]2=[O:17])[CH2:23][CH2:22][C:21](=[O:24])[NH:20]1, predict the reactants needed to synthesize it. The reactants are: [CH3:1][S:2](O)(=O)=O.[NH2:6][CH2:7][C:8]1[CH:9]=[C:10]2[C:14](=[CH:15][CH:16]=1)[C:13](=[O:17])[N:12]([CH:18]1[CH2:23][CH2:22][C:21](=[O:24])[NH:20][C:19]1=[O:25])[CH2:11]2.[F:26][C:27]([F:39])([F:38])[S:28][C:29]1[CH:34]=[CH:33][CH:32]=[CH:31][C:30]=1N=C=S.Cl.C(#[N:43])C. (2) Given the product [OH:27][C:28]1[C:33]2[C:34](=[O:37])/[C:35](=[CH:25]/[C:4]3[C:5]4[C:6](=[N:7][CH:8]=[CH:9][C:10]=4[C:11]4[CH:12]=[CH:13][C:14]([C:17]([N:19]5[CH2:24][CH2:23][O:22][CH2:21][CH2:20]5)=[O:18])=[CH:15][CH:16]=4)[N:2]([CH3:1])[CH:3]=3)/[O:36][C:32]=2[CH:31]=[CH:30][CH:29]=1, predict the reactants needed to synthesize it. The reactants are: [CH3:1][N:2]1[C:6]2=[N:7][CH:8]=[CH:9][C:10]([C:11]3[CH:16]=[CH:15][C:14]([C:17]([N:19]4[CH2:24][CH2:23][O:22][CH2:21][CH2:20]4)=[O:18])=[CH:13][CH:12]=3)=[C:5]2[C:4]([CH:25]=O)=[CH:3]1.[OH:27][C:28]1[C:33]2[C:34](=[O:37])[CH2:35][O:36][C:32]=2[CH:31]=[CH:30][CH:29]=1.Cl. (3) Given the product [C:18]([O:17][C:15]([CH2:14][N:1]1[CH2:12][CH2:11][NH:10][CH2:9][CH2:8][N:7]([CH2:14][C:15]([O:17][C:18]([CH3:21])([CH3:20])[CH3:19])=[O:16])[CH2:6][CH2:5][N:4]([CH2:14][C:15]([O:17][C:18]([CH3:21])([CH3:20])[CH3:19])=[O:16])[CH2:3][CH2:2]1)=[O:16])([CH3:21])([CH3:20])[CH3:19], predict the reactants needed to synthesize it. The reactants are: [NH:1]1[CH2:12][CH2:11][NH:10][CH2:9][CH2:8][NH:7][CH2:6][CH2:5][NH:4][CH2:3][CH2:2]1.Br[CH2:14][C:15]([O:17][C:18]([CH3:21])([CH3:20])[CH3:19])=[O:16]. (4) Given the product [CH2:20]([N:14]1[CH:15]=[C:10]([C:7]2[CH:6]=[CH:5][C:4]([F:3])=[CH:9][CH:8]=2)[C:11](=[O:19])[C:12]([C:16]([OH:18])=[O:17])=[CH:13]1)[C:21]1[CH:26]=[CH:25][CH:24]=[CH:23][CH:22]=1, predict the reactants needed to synthesize it. The reactants are: [H-].[Na+].[F:3][C:4]1[CH:9]=[CH:8][C:7]([C:10]2[C:11](=[O:19])[C:12]([C:16]([OH:18])=[O:17])=[CH:13][NH:14][CH:15]=2)=[CH:6][CH:5]=1.[CH2:20](Br)[C:21]1[CH:26]=[CH:25][CH:24]=[CH:23][CH:22]=1.[OH-].[Na+].C(O)(=O)CC(CC(O)=O)(C(O)=O)O.